Dataset: Reaction yield outcomes from USPTO patents with 853,638 reactions. Task: Predict the reaction yield, written as a fraction of the theoretical maximum amount of product (1.0 means a 100% yield; for example, 0.34 means a 34% yield). (1) The reactants are [OH:1][C:2]1[CH:11]=[C:10]2[C:5]([C:6]([O:12][C:13]3[C:14]([CH3:23])=[N:15][C:16]4[C:21]([CH:22]=3)=[CH:20][CH:19]=[CH:18][N:17]=4)=[CH:7][CH:8]=[N:9]2)=[CH:4][C:3]=1[O:24][CH3:25].C(=O)([O-])[O-].[K+].[K+].Br[CH2:33][CH2:34][CH2:35][CH2:36][OH:37]. The catalyst is CN(C)C=O. The product is [CH3:25][O:24][C:3]1[CH:4]=[C:5]2[C:10](=[CH:11][C:2]=1[O:1][CH2:33][CH2:34][CH2:35][CH2:36][OH:37])[N:9]=[CH:8][CH:7]=[C:6]2[O:12][C:13]1[C:14]([CH3:23])=[N:15][C:16]2[C:21]([CH:22]=1)=[CH:20][CH:19]=[CH:18][N:17]=2. The yield is 0.350. (2) The reactants are [CH:1]1[C:13]2[CH:12]([CH2:14][O:15][C:16](ON3C(=O)CCC3=O)=[O:17])[C:11]3[C:6](=[CH:7][CH:8]=[CH:9][CH:10]=3)[C:5]=2[CH:4]=[CH:3][CH:2]=1.[NH2:26][CH2:27][C@H:28]1[CH2:33][CH2:32][C@H:31]([C:34]([OH:36])=[O:35])[CH2:30][CH2:29]1.Cl. The catalyst is O1CCOCC1.C([O-])([O-])=O.[Na+].[Na+]. The product is [CH:1]1[C:13]2[CH:12]([CH2:14][O:15][C:16]([NH:26][CH2:27][C@H:28]3[CH2:29][CH2:30][C@H:31]([C:34]([OH:36])=[O:35])[CH2:32][CH2:33]3)=[O:17])[C:11]3[C:6](=[CH:7][CH:8]=[CH:9][CH:10]=3)[C:5]=2[CH:4]=[CH:3][CH:2]=1. The yield is 0.330. (3) No catalyst specified. The yield is 0.470. The reactants are [CH3:1][O:2][C:3]1[CH:4]=[C:5]([CH:8]=[C:9]([O:11][CH3:12])[CH:10]=1)[CH:6]=O.[OH:13][C:14]1[CH:19]=[CH:18][C:17]([CH2:20][C:21]([OH:23])=[O:22])=[CH:16][CH:15]=1.C(OC(=O)C)(=O)C.C(N(CC)CC)C.Cl. The product is [CH3:1][O:2][C:3]1[CH:4]=[C:5]([CH:6]=[C:20]([C:17]2[CH:18]=[CH:19][C:14]([OH:13])=[CH:15][CH:16]=2)[C:21]([OH:23])=[O:22])[CH:8]=[C:9]([O:11][CH3:12])[CH:10]=1. (4) The reactants are [Cl:1][C:2]1[CH:7]=[CH:6][C:5]([C:8]2[CH:9]=[CH:10][C:11]([N+:15]([O-])=O)=[C:12]([CH:14]=2)[NH2:13])=[CH:4][CH:3]=1.Cl.C(=O)(O)[O-].[Na+]. The catalyst is C(O)C.O.[Zn]. The product is [Cl:1][C:2]1[CH:3]=[CH:4][C:5]([C:8]2[CH:14]=[C:12]([NH2:13])[C:11]([NH2:15])=[CH:10][CH:9]=2)=[CH:6][CH:7]=1. The yield is 0.760. (5) The reactants are [NH2:1][NH2:2].[Cl:3][C:4]1[CH:9]=[CH:8][CH:7]=[CH:6][C:5]=1[NH:10][C:11]([C:13]1[S:26][C:16]2[C:17]3[CH:25]=[N:24][CH:23]=[CH:22][C:18]=3[O:19][CH2:20][CH2:21][C:15]=2[CH:14]=1)=S. The catalyst is CO. The product is [Cl:3][C:4]1[CH:9]=[CH:8][CH:7]=[CH:6][C:5]=1[NH:10][C:11]([C:13]1[S:26][C:16]2[C:17]3[CH:25]=[N:24][CH:23]=[CH:22][C:18]=3[O:19][CH2:20][CH2:21][C:15]=2[CH:14]=1)=[N:1][NH2:2]. The yield is 0.900. (6) The reactants are [NH2:1][C:2]1[CH:27]=[CH:26][C:5]([O:6][C:7]2[CH:22]=[CH:21][C:10]([C:11]([NH:13][C:14]3[CH:19]=[CH:18][C:17]([Br:20])=[CH:16][CH:15]=3)=[O:12])=[CH:9][C:8]=2[N+:23]([O-:25])=[O:24])=[CH:4][CH:3]=1.N1C=CC=CC=1.Cl[C:35]([O:37][CH2:38][C:39]([Cl:42])([Cl:41])[Cl:40])=[O:36]. The catalyst is ClCCl. The product is [Cl:40][C:39]([Cl:42])([Cl:41])[CH2:38][O:37][C:35](=[O:36])[NH:1][C:2]1[CH:27]=[CH:26][C:5]([O:6][C:7]2[CH:22]=[CH:21][C:10]([C:11](=[O:12])[NH:13][C:14]3[CH:19]=[CH:18][C:17]([Br:20])=[CH:16][CH:15]=3)=[CH:9][C:8]=2[N+:23]([O-:25])=[O:24])=[CH:4][CH:3]=1. The yield is 0.980. (7) The product is [F:32][C:26]1[CH:27]=[CH:28][CH:29]=[C:30]([F:31])[C:25]=1[NH:24][C:22](=[O:23])[C:21]1[CH:33]=[C:17]([C:9]2[N:10]=[C:11]3[CH:16]=[CH:15][CH:14]=[CH:13][N:12]3[C:8]=2[C:6]2[CH:5]=[CH:4][N:3]=[C:2]([NH:41][C:40]3[CH:42]=[CH:43][C:44]([N:46]4[CH2:51][CH2:50][CH:49]([CH2:52][CH2:53][S:54]([CH3:57])(=[O:56])=[O:55])[CH2:48][CH2:47]4)=[CH:45][C:39]=3[O:38][CH3:37])[N:7]=2)[CH:18]=[CH:19][C:20]=1[O:34][CH2:35][CH3:36]. The catalyst is FC(F)(F)CO. The reactants are Cl[C:2]1[N:7]=[C:6]([C:8]2[N:12]3[CH:13]=[CH:14][CH:15]=[CH:16][C:11]3=[N:10][C:9]=2[C:17]2[CH:18]=[CH:19][C:20]([O:34][CH2:35][CH3:36])=[C:21]([CH:33]=2)[C:22]([NH:24][C:25]2[C:30]([F:31])=[CH:29][CH:28]=[CH:27][C:26]=2[F:32])=[O:23])[CH:5]=[CH:4][N:3]=1.[CH3:37][O:38][C:39]1[CH:45]=[C:44]([N:46]2[CH2:51][CH2:50][CH:49]([CH2:52][CH2:53][S:54]([CH3:57])(=[O:56])=[O:55])[CH2:48][CH2:47]2)[CH:43]=[CH:42][C:40]=1[NH2:41].Cl. The yield is 0.430. (8) The reactants are [C@]12(C)C(C)(C)C(CC1)CC2C([O:12][C@H:13]([C:18]1[CH:23]=[C:22]([O:24][CH3:25])[C:21]([I:26])=[CH:20][C:19]=1[N+:27]([O-:29])=[O:28])[C:14]([CH3:17])([CH3:16])[CH3:15])=O.C([O-])([O-])=O.[K+].[K+]. The catalyst is CO. The product is [I:26][C:21]1[C:22]([O:24][CH3:25])=[CH:23][C:18]([C@@H:13]([OH:12])[C:14]([CH3:17])([CH3:16])[CH3:15])=[C:19]([N+:27]([O-:29])=[O:28])[CH:20]=1. The yield is 0.980. (9) The reactants are [OH:1][C:2]1[C:11]([CH2:12][C:13]([CH3:15])=[CH2:14])=[CH:10][C:5]([C:6]([O:8][CH3:9])=[O:7])=[CH:4][C:3]=1[O:16][CH3:17]. The catalyst is Cl.CO. The product is [CH3:17][O:16][C:3]1[C:2]2[O:1][C:13]([CH3:15])([CH3:14])[CH2:12][C:11]=2[CH:10]=[C:5]([C:6]([O:8][CH3:9])=[O:7])[CH:4]=1. The yield is 0.530. (10) The product is [NH2:1][C:2]1[N:3]=[CH:4][C:5]2[CH2:11][N:10]([C:12]3[CH:13]=[C:14]([CH:18]=[CH:19][CH:20]=3)[C:15]([NH:21][C:22]3[CH:27]=[CH:26][CH:25]=[CH:24][CH:23]=3)=[O:16])[CH2:9][CH2:8][C:6]=2[N:7]=1. The reactants are [NH2:1][C:2]1[N:3]=[CH:4][C:5]2[CH2:11][N:10]([C:12]3[CH:13]=[C:14]([CH:18]=[CH:19][CH:20]=3)[C:15](O)=[O:16])[CH2:9][CH2:8][C:6]=2[N:7]=1.[NH2:21][C:22]1[CH:27]=[CH:26][CH:25]=[CH:24][CH:23]=1.C(N(CC)C(C)C)(C)C.CN(C(ON1N=NC2C=CC=CC1=2)=[N+](C)C)C.F[P-](F)(F)(F)(F)F. The catalyst is CN(C=O)C. The yield is 0.750.